This data is from Forward reaction prediction with 1.9M reactions from USPTO patents (1976-2016). The task is: Predict the product of the given reaction. (1) Given the reactants Br[C:2]1[N:3]=[CH:4][N:5]([C:7]2[CH:12]=[CH:11][C:10]([F:13])=[CH:9][CH:8]=2)[CH:6]=1.CC1(C)C(C)(C)OB([C:22]2[CH:23]=[CH:24][C:25]3[CH2:32][C@H:31]4[C@:33]5([CH2:37][N:36]([CH2:38][C:39]([F:42])([F:41])[F:40])[S:35](=[O:44])(=[O:43])[NH:34]5)[C@H:28]([CH2:29][CH2:30]4)[CH2:27][C:26]=3[CH:45]=2)O1.C(=O)([O-])[O-].[Cs+].[Cs+], predict the reaction product. The product is: [F:13][C:10]1[CH:11]=[CH:12][C:7]([N:5]2[CH:6]=[C:2]([C:22]3[CH:23]=[CH:24][C:25]4[CH2:32][C@H:31]5[C@:33]6([CH2:37][N:36]([CH2:38][C:39]([F:42])([F:41])[F:40])[S:35](=[O:43])(=[O:44])[NH:34]6)[C@H:28]([CH2:29][CH2:30]5)[CH2:27][C:26]=4[CH:45]=3)[N:3]=[CH:4]2)=[CH:8][CH:9]=1. (2) The product is: [CH3:24][C:21]1[CH:20]=[CH:19][C:18]([C:16]([C:12]2[N:11]([CH2:10]/[CH:9]=[CH:8]/[C:4]3[CH:3]=[C:2]([CH:7]=[CH:6][CH:5]=3)[O:1][CH2:32][CH2:33][CH2:34][C:35]([O:37][CH2:38][CH3:39])=[O:36])[CH:15]=[CH:14][CH:13]=2)=[O:17])=[CH:23][CH:22]=1. Given the reactants [OH:1][C:2]1[CH:3]=[C:4](/[CH:8]=[CH:9]/[CH2:10][N:11]2[CH:15]=[CH:14][CH:13]=[C:12]2[C:16]([C:18]2[CH:23]=[CH:22][C:21]([CH3:24])=[CH:20][CH:19]=2)=[O:17])[CH:5]=[CH:6][CH:7]=1.C(=O)([O-])[O-].[K+].[K+].Br[CH2:32][CH2:33][CH2:34][C:35]([O:37][CH2:38][CH3:39])=[O:36].C(=O)([O-])O.[Na+], predict the reaction product. (3) The product is: [F:12][C:13]1[CH:14]=[C:15]([CH:27]=[CH:28][CH:29]=1)[CH2:16][NH:17][C:18](=[O:26])[CH2:19][CH:20]1[CH2:25][CH2:24][CH2:23][CH2:22][N:21]1[CH2:10][CH2:9][C:8]1[C:3]([O:2][CH3:1])=[N:4][CH:5]=[CH:6][CH:7]=1. Given the reactants [CH3:1][O:2][C:3]1[C:8]([CH2:9][CH:10]=O)=[CH:7][CH:6]=[CH:5][N:4]=1.[F:12][C:13]1[CH:14]=[C:15]([CH:27]=[CH:28][CH:29]=1)[CH2:16][NH:17][C:18](=[O:26])[CH2:19][CH:20]1[CH2:25][CH2:24][CH2:23][CH2:22][NH:21]1.C(O[BH-](OC(=O)C)OC(=O)C)(=O)C.[Na+].C(=O)(O)[O-].[Na+], predict the reaction product. (4) The product is: [NH2:30][C:22]1[S:21][C:13]2[N:14]([C:15]3[CH:20]=[CH:19][CH:18]=[CH:17][CH:16]=3)[C:9](=[O:8])[CH:10]=[CH:11][C:12]=2[C:23]=1[C:24]1[CH:29]=[CH:28][CH:27]=[CH:26][CH:25]=1. Given the reactants FC(F)(F)C(O)=O.[O:8]=[C:9]1[N:14]([C:15]2[CH:20]=[CH:19][CH:18]=[CH:17][CH:16]=2)[C:13]2[S:21][C:22]([NH:30]C(=O)OC(C)(C)C)=[C:23]([C:24]3[CH:29]=[CH:28][CH:27]=[CH:26][CH:25]=3)[C:12]=2[CH:11]=[CH:10]1.C([O-])(O)=O.[Na+], predict the reaction product. (5) Given the reactants C(=O)([O-])[O-].[K+].[K+].[CH3:7][O:8][C:9](=[O:37])[CH2:10][O:11][C:12]1[CH:17]=[CH:16][C:15]([NH:18][CH2:19][C:20]2[S:24][C:23]([C:25]3[CH:30]=[CH:29][C:28]([C:31]([F:34])([F:33])[F:32])=[CH:27][CH:26]=3)=[N:22][C:21]=2[CH3:35])=[CH:14][C:13]=1[CH3:36].I[CH2:39][CH3:40], predict the reaction product. The product is: [CH3:7][O:8][C:9](=[O:37])[CH2:10][O:11][C:12]1[CH:17]=[CH:16][C:15]([N:18]([CH2:39][CH3:40])[CH2:19][C:20]2[S:24][C:23]([C:25]3[CH:30]=[CH:29][C:28]([C:31]([F:34])([F:32])[F:33])=[CH:27][CH:26]=3)=[N:22][C:21]=2[CH3:35])=[CH:14][C:13]=1[CH3:36].